From a dataset of Catalyst prediction with 721,799 reactions and 888 catalyst types from USPTO. Predict which catalyst facilitates the given reaction. (1) The catalyst class is: 1. Reactant: Cl.[Br:2][C:3]1[CH:4]=[C:5]2[C:10](=[CH:11][CH:12]=1)[CH2:9][NH:8][CH2:7][CH2:6]2.C(N(CC)CC)C.[C:20](Cl)(=[O:22])[CH3:21]. Product: [Br:2][C:3]1[CH:4]=[C:5]2[C:10](=[CH:11][CH:12]=1)[CH2:9][N:8]([C:20](=[O:22])[CH3:21])[CH2:7][CH2:6]2. (2) Reactant: [NH2:1][C:2]1[N:7]=[CH:6][C:5]([OH:8])=[CH:4][CH:3]=1.C([O-])([O-])=O.[K+].[K+].Br[CH:16]1[CH2:20][CH2:19][CH2:18][CH2:17]1. Product: [CH:16]1([O:8][C:5]2[CH:4]=[CH:3][C:2]([NH2:1])=[N:7][CH:6]=2)[CH2:20][CH2:19][CH2:18][CH2:17]1. The catalyst class is: 9. (3) The catalyst class is: 8. Product: [CH3:1][C:2]1[CH:23]=[CH:22][CH:21]=[C:20]([CH3:24])[C:3]=1[CH2:4][O:5][C:6]1[CH:7]=[C:8]([CH2:12][CH2:13][CH2:14][C:15]([OH:17])=[O:16])[CH:9]=[CH:10][CH:11]=1. Reactant: [CH3:1][C:2]1[CH:23]=[CH:22][CH:21]=[C:20]([CH3:24])[C:3]=1[CH2:4][O:5][C:6]1[CH:7]=[C:8]([CH2:12][CH2:13][CH2:14][C:15]([O:17]CC)=[O:16])[CH:9]=[CH:10][CH:11]=1.[OH-].[Na+]. (4) Reactant: [C:1]([C:5]1[S:9][C:8]([C:10](O)=[O:11])=[CH:7][CH:6]=1)([CH3:4])([CH3:3])[CH3:2].ClC(OCC)=O.[Li+].[BH4-]. Product: [C:1]([C:5]1[S:9][C:8]([CH2:10][OH:11])=[CH:7][CH:6]=1)([CH3:4])([CH3:2])[CH3:3]. The catalyst class is: 1.